This data is from Full USPTO retrosynthesis dataset with 1.9M reactions from patents (1976-2016). The task is: Predict the reactants needed to synthesize the given product. (1) Given the product [Cl:29][CH2:1][CH2:2]/[CH:3]=[CH:4]\[CH2:5][CH2:6]/[CH:7]=[CH:8]\[CH:9]=[CH:10]\[CH2:11][CH3:12], predict the reactants needed to synthesize it. The reactants are: [CH2:1](O)[CH2:2]/[CH:3]=[CH:4]\[CH2:5][CH2:6]/[CH:7]=[CH:8]\[CH:9]=[CH:10]\[CH2:11][CH3:12].N1C=CC=CC=1.CN(C)C=O.CS([Cl:29])(=O)=O. (2) Given the product [Br:1][C:2]1[CH:7]=[CH:6][C:5]([C:8]2[CH2:20][C:19]([C:17]3[CH:16]=[C:15]([Cl:25])[C:14]([F:26])=[C:13]([Cl:12])[CH:18]=3)([C:21]([F:24])([F:23])[F:22])[O:10][N:9]=2)=[CH:4][C:3]=1[CH3:11], predict the reactants needed to synthesize it. The reactants are: [Br:1][C:2]1[CH:7]=[CH:6][C:5](/[CH:8]=[N:9]/[OH:10])=[CH:4][C:3]=1[CH3:11].[Cl:12][C:13]1[CH:18]=[C:17]([C:19]([C:21]([F:24])([F:23])[F:22])=[CH2:20])[CH:16]=[C:15]([Cl:25])[C:14]=1[F:26].Cl([Na])=O. (3) Given the product [C:68]([C:48]1[C:47]2[N:46]=[CH:45][N:44]([CH3:43])[C:52]=2[CH:51]=[C:50]([C:53]2[CH:58]=[CH:57][C:56]([O:59][CH2:60][CH2:61][N:62]([CH3:63])[C:7]([C@@H:3]3[CH2:4][CH2:5][CH2:6][N:2]3[CH3:1])=[O:9])=[C:55]([C:64]([F:67])([F:65])[F:66])[CH:54]=2)[N:49]=1)#[N:69], predict the reactants needed to synthesize it. The reactants are: [CH3:1][N:2]1[CH2:6][CH2:5][CH2:4][C@H:3]1[C:7]([OH:9])=O.CCN(C(C)C)C(C)C.CN(C(ON1N=NC2C=CC=CC1=2)=[N+](C)C)C.F[P-](F)(F)(F)(F)F.[CH3:43][N:44]1[C:52]2[CH:51]=[C:50]([C:53]3[CH:58]=[CH:57][C:56]([O:59][CH2:60][CH2:61][NH:62][CH3:63])=[C:55]([C:64]([F:67])([F:66])[F:65])[CH:54]=3)[N:49]=[C:48]([C:68]#[N:69])[C:47]=2[N:46]=[CH:45]1.